Dataset: Full USPTO retrosynthesis dataset with 1.9M reactions from patents (1976-2016). Task: Predict the reactants needed to synthesize the given product. (1) The reactants are: [C:1]([O:5][C:6](=[O:24])[NH:7][CH2:8][CH2:9][C:10]1[CH:15]=[CH:14][CH:13]=[C:12]([O:16]CC2C=CC=CC=2)[CH:11]=1)([CH3:4])([CH3:3])[CH3:2]. Given the product [C:1]([O:5][C:6](=[O:24])[NH:7][CH2:8][CH2:9][C:10]1[CH:15]=[CH:14][CH:13]=[C:12]([OH:16])[CH:11]=1)([CH3:4])([CH3:2])[CH3:3], predict the reactants needed to synthesize it. (2) The reactants are: [C:1]([O:4][C@H:5]1[CH2:10][CH2:9][C@H:8]2[C@H:11]3[C@H:21]([CH2:22][CH2:23][C@:6]12[CH3:7])[C@:19]1([CH3:20])[C@:14]([F:25])([CH2:15][C@@H:16]([OH:24])[CH2:17][CH2:18]1)[C:13](=[O:26])[CH2:12]3)(=[O:3])[CH3:2].C1(P(C2C=CC=CC=2)C2C=CC=CC=2)C=CC=CC=1.[C:46](O)(=[O:48])[CH3:47].CCOC(/N=N/C(OCC)=O)=O. Given the product [F:25][C@:14]12[CH2:15][C@H:16]([O:24][C:46](=[O:48])[CH3:47])[CH2:17][CH2:18][C@:19]1([CH3:20])[C@@H:21]1[C@H:11]([C@H:8]3[C@@:6]([CH2:23][CH2:22]1)([CH3:7])[C@@H:5]([O:4][C:1](=[O:3])[CH3:2])[CH2:10][CH2:9]3)[CH2:12][C:13]2=[O:26], predict the reactants needed to synthesize it. (3) Given the product [C:1]([O:4][C@H:5]1[C@@H:9]([O:10][C:11](=[O:13])[CH3:12])[C@H:8]([N:14]2[CH:22]=[N:21][C:20]3[C:15]2=[N:16][C:17]([C:24]#[N:25])=[N:18][C:19]=3[NH:40][CH2:39][CH:38]([C:35]2[CH:34]=[CH:33][C:32]([CH3:31])=[CH:37][CH:36]=2)[C:41]2[CH:46]=[CH:45][C:44]([CH3:47])=[CH:43][CH:42]=2)[O:7][C@@H:6]1[CH2:26][O:27][C:28](=[O:30])[CH3:29])(=[O:3])[CH3:2], predict the reactants needed to synthesize it. The reactants are: [C:1]([O:4][C@H:5]1[C@@H:9]([O:10][C:11](=[O:13])[CH3:12])[C@H:8]([N:14]2[CH:22]=[N:21][C:20]3[C:15]2=[N:16][C:17]([C:24]#[N:25])=[N:18][C:19]=3Cl)[O:7][C@@H:6]1[CH2:26][O:27][C:28](=[O:30])[CH3:29])(=[O:3])[CH3:2].[CH3:31][C:32]1[CH:37]=[CH:36][C:35]([CH:38]([C:41]2[CH:46]=[CH:45][C:44]([CH3:47])=[CH:43][CH:42]=2)[CH2:39][NH2:40])=[CH:34][CH:33]=1. (4) Given the product [Cl:12][C:13]1[CH:14]=[C:15]([CH:18]=[CH:19][C:20]=1[Cl:21])[CH2:16][NH:17][C:2]1[C:3]([CH3:11])=[CH:4][C:5]2[N:6]([CH:8]=[CH:9][N:10]=2)[N:7]=1, predict the reactants needed to synthesize it. The reactants are: Cl[C:2]1[C:3]([CH3:11])=[CH:4][C:5]2[N:6]([CH:8]=[CH:9][N:10]=2)[N:7]=1.[Cl:12][C:13]1[CH:14]=[C:15]([CH:18]=[CH:19][C:20]=1[Cl:21])[CH2:16][NH2:17].CC(C)([O-])C.[Na+].C1C=CC(P(C2C=CC3C(=CC=CC=3)C=2C2C3C(=CC=CC=3)C=CC=2P(C2C=CC=CC=2)C2C=CC=CC=2)C2C=CC=CC=2)=CC=1.Cl. (5) Given the product [S:28]([OH:31])(=[O:30])(=[O:29])[CH3:27].[NH2:5][C:6]1[N:7]=[CH:8][C:9]2[C:13]([NH:24][CH2:23][C:22]3[CH:25]=[CH:26][C:19]([Cl:18])=[CH:20][CH:21]=3)=[N:14][CH:1]=[N:12][C:10]=2[CH:11]=1, predict the reactants needed to synthesize it. The reactants are: [C:1]([O-])(=O)C.[NH2:5][C:6]1[CH:11]=[C:10]([NH2:12])[C:9]([C:13]#[N:14])=[CH:8][NH+:7]=1.C(O)=O.[Cl:18][C:19]1[CH:26]=[CH:25][C:22]([CH2:23][NH2:24])=[CH:21][CH:20]=1.[CH3:27][S:28]([OH:31])(=[O:30])=[O:29].